The task is: Binary Classification. Given a drug SMILES string, predict its activity (active/inactive) in a high-throughput screening assay against a specified biological target.. This data is from Choline transporter screen with 302,306 compounds. (1) The drug is O=C(Nc1cc2OCOc2cc1)CCN1CCN(CC1)c1ccccc1. The result is 0 (inactive). (2) The drug is O(c1c([N+]([O-])=O)cc(C(=O)Nc2c(OCC)cccc2)cc1)CC. The result is 0 (inactive). (3) The compound is Clc1c(C(=O)N2CC(CCC2)CCC(=O)N2CCN(CC2)c2ncccc2)cccc1. The result is 0 (inactive). (4) The molecule is S(=O)(=O)(N1CCN(CC2C3CC(C2)C=C3)CC1)c1ccc(F)cc1. The result is 0 (inactive). (5) The molecule is FC(F)(F)c1cc(CC(OCN2C(=O)c3c(C2=O)cccc3)=O)ccc1. The result is 0 (inactive).